The task is: Regression. Given a peptide amino acid sequence and an MHC pseudo amino acid sequence, predict their binding affinity value. This is MHC class I binding data.. This data is from Peptide-MHC class I binding affinity with 185,985 pairs from IEDB/IMGT. (1) The peptide sequence is NVISKIYTLI. The MHC is HLA-A68:02 with pseudo-sequence HLA-A68:02. The binding affinity (normalized) is 0.611. (2) The binding affinity (normalized) is 0.866. The peptide sequence is KVDNFTMGV. The MHC is HLA-A02:06 with pseudo-sequence HLA-A02:06. (3) The peptide sequence is YLIPAVTSL. The MHC is HLA-A02:11 with pseudo-sequence HLA-A02:11. The binding affinity (normalized) is 1.00. (4) The peptide sequence is RQIQVEGLK. The MHC is HLA-A02:03 with pseudo-sequence HLA-A02:03. The binding affinity (normalized) is 0.0239. (5) The peptide sequence is YEAMYTPHT. The MHC is HLA-B40:02 with pseudo-sequence HLA-B40:02. The binding affinity (normalized) is 0.493. (6) The peptide sequence is IDILRSLET. The MHC is HLA-A02:01 with pseudo-sequence HLA-A02:01. The binding affinity (normalized) is 0.0111.